Dataset: Catalyst prediction with 721,799 reactions and 888 catalyst types from USPTO. Task: Predict which catalyst facilitates the given reaction. Reactant: O[CH:2]1[C:11]2[C:6](=[CH:7][CH:8]=[C:9]([C:12]([O:14][CH3:15])=[O:13])[CH:10]=2)[NH:5][CH:4]([C:16]2[CH:21]=[CH:20][CH:19]=[CH:18][C:17]=2[N+:22]([O-])=O)[C:3]1([CH3:26])[CH3:25].C([SiH](CC)CC)C.FC(F)(F)C(O)=O. Product: [NH2:22][C:17]1[CH:18]=[CH:19][CH:20]=[CH:21][C:16]=1[CH:4]1[C:3]([CH3:25])([CH3:26])[CH2:2][C:11]2[C:6](=[CH:7][CH:8]=[C:9]([C:12]([O:14][CH3:15])=[O:13])[CH:10]=2)[NH:5]1. The catalyst class is: 4.